This data is from Drug-target binding data from BindingDB using Ki measurements. The task is: Regression. Given a target protein amino acid sequence and a drug SMILES string, predict the binding affinity score between them. We predict pKi (pKi = -log10(Ki in M); higher means stronger inhibition). Dataset: bindingdb_ki. (1) The drug is Nc1ccn(C2O[C@H](COP(=O)(O)N[C@@H](Cc3ccccc3)C(=O)O)[C@@H](O)[C@H]2O)c(=O)n1. The target protein (Q02734) has sequence MGLLVFVRNLLLALCLFLVLGFLYYSAWKLHLLQWEDSNSLILSLDSAGQTLGTEYDRLGFLLKLDSKLPAELATKYANFSEGACKPGYASAMMTAIFPRFSKPAPMFLDDSFRKWARIREFVPPFGIKGQDNLIKAILSVTKEYRLTPALDSLHCRRCIIVGNGGVLANKSLGSRIDDYDIVIRLNSAPVKGFEKDVGSKTTLRITYPEGAMQRPEQYERDSLFVLAGFKWQDFKWLKYIVYKERVSASDGFWKSVATRVPKEPPEIRILNPYFIQEAAFTLIGLPFNNGLMGRGNIPTLGSVAVTMALDGCDEVAVAGFGYDMNTPNAPLHYYETVRMAAIKESWTHNIQREKEFLRKLVKARVITDLSSGI. The pKi is 2.6. (2) The compound is N=C(N)c1ccc(OCc2cccc(-c3cccc(COc4ccc(C(=N)N)cc4Br)c3)c2)c(Br)c1. The target protein (P08001) has sequence MLPTAVLLVLAVSVAARDNATCDGPCGLRFRQKLESGMRVVGGMSAEPGAWPWMVSLQIFMYHNNRRYHTCGGILLNSHWVLTAAHCFKNKKKVTDWRLIFGANEVVWGSNKPVKPPLQERFVEEIIIHEKYVSGLEINDIALIKITPPVPCGPFIGPGCLPQFKAGPPRAPQTCWVTGWGYLKEKGPRTSPTLQEARVALIDLELCNSTRWYNGRIRSTNVCAGYPRGKIDTCQGDSGGPLMCRDRAENTFVVVGITSWGVGCARAKRPGVYTSTWPYLNWIASKIGSNALQMVQLGTPPRPSTPAPPVRPPSVQTPVRPPWYFQRPPGPSQQPGSRPRPPAPPPAPPPPPPPPPPPPPPPPPPPQQVSAKPPQALSFAKRLQQLIEALKGTAFSSGRSYYETETTDLQELPAS. The pKi is 6.7. (3) The compound is C#CCCC[C@@H](O)CCCCCCCCCCC(=O)O. The target protein (P10611) has sequence MSVSALSPTRLPGSLSGLLQVAALLGLLLLLLKAAQLYLHRQWLLRALQQFPCPPFHWLLGHSREFQNDQELERIQKWVEKFPGACPWWLSGNKARLLVYDPDYLKVILGRSDPKAPRNYKLMTPWIGYGLLLLDGQTWFQHRRMLTPAFHYDILKPYVGLMVDSVQIMLDRWEQLISQDSSLEIFQHVSLMTLDTIMKCAFSYQGSVQLDRNSHSYIQAINDLNNLVFYRARNVFHQSDFLYRLSPEGRLFHRACQLAHEHTDRVIQQRKAQLQQEGELEKVRRKRRLDFLDVLLFAKMENGSSLSDQDLRAEVDTFMFEGHDTTASGVSWIFYALATHPEHQHRCREEIQGLLGDGASITWEHLDQMPYTTMCIKEALRLYPPVPSVTRQLSKPVTFPDGRSLPKGVILFLSIYGLHYNPKVWQNPEVFDPFRFAPDSAYHSHAFLPFSGGARNCIGKQFAMRELKVAVALTLVRFELLPDPTRIPIPIARVVLKSKN.... The pKi is 5.7.